Task: Predict the reactants needed to synthesize the given product.. Dataset: Full USPTO retrosynthesis dataset with 1.9M reactions from patents (1976-2016) (1) The reactants are: [CH3:1][C:2]1[CH:7]=[C:6]([CH3:8])[NH:5][C:4](=[O:9])[C:3]=1[CH2:10][NH:11][CH2:12][CH2:13][O:14][C:15]1[C:24]([O:25][CH:26]([CH3:28])[CH3:27])=[CH:23][CH:22]=[CH:21][C:16]=1[C:17](OC)=[O:18].[OH-].[Na+].C(N(CC)CC)C.CN(C(ON1N=NC2C=CC=NC1=2)=[N+](C)C)C.F[P-](F)(F)(F)(F)F. Given the product [CH3:1][C:2]1[CH:7]=[C:6]([CH3:8])[NH:5][C:4](=[O:9])[C:3]=1[CH2:10][N:11]1[C:17](=[O:18])[C:16]2[CH:21]=[CH:22][CH:23]=[C:24]([O:25][CH:26]([CH3:28])[CH3:27])[C:15]=2[O:14][CH2:13][CH2:12]1, predict the reactants needed to synthesize it. (2) Given the product [F:24][CH:2]([F:1])[CH2:3][O:4][C@@H:5]1[CH2:9][NH:8][C@H:7]([C:20]([O:22][CH3:23])=[O:21])[CH2:6]1, predict the reactants needed to synthesize it. The reactants are: [F:1][CH:2]([F:24])[CH2:3][O:4][C@@H:5]1[CH2:9][N:8](C(OCC2C=CC=CC=2)=O)[C@H:7]([C:20]([O:22][CH3:23])=[O:21])[CH2:6]1. (3) The reactants are: [NH2:1][C@H:2]([C:5]([O:7]C(C)(C)C)=[O:6])[CH2:3][OH:4].Cl.[CH2:13]([C@@:17]1([CH2:40][CH3:41])[NH:23][C@H:22]([C:24]2[CH:29]=[CH:28][CH:27]=[CH:26][CH:25]=2)[C:21]2[CH:30]=[C:31]([O:36][CH3:37])[C:32]([CH:34]=O)=[CH:33][C:20]=2[S:19](=[O:39])(=[O:38])[CH2:18]1)[CH2:14][CH2:15][CH3:16].O1CCOCC1. Given the product [CH2:13]([C@@:17]1([CH2:40][CH3:41])[NH:23][C@H:22]([C:24]2[CH:29]=[CH:28][CH:27]=[CH:26][CH:25]=2)[C:21]2[CH:30]=[C:31]([O:36][CH3:37])[C:32]([CH2:34][NH:1][C@H:2]([C:5]([OH:7])=[O:6])[CH2:3][OH:4])=[CH:33][C:20]=2[S:19](=[O:38])(=[O:39])[CH2:18]1)[CH2:14][CH2:15][CH3:16], predict the reactants needed to synthesize it. (4) Given the product [Cl:28][C:25]1[CH:26]=[CH:27][C:22]([NH:21][C:19]([NH:18][C:15]2[CH:14]=[CH:13][C:12]([N:7]3[CH:6]=[N:5][C:4]4[C:8]3=[N:9][CH:10]=[N:11][C:3]=4[N:2]3[CH2:38][CH2:37][O:36][C:34]3=[O:35])=[CH:17][CH:16]=2)=[O:20])=[CH:23][C:24]=1[C:29]([F:31])([F:32])[F:30], predict the reactants needed to synthesize it. The reactants are: Cl.[NH2:2][C:3]1[N:11]=[CH:10][N:9]=[C:8]2[C:4]=1[N:5]=[CH:6][N:7]2[C:12]1[CH:17]=[CH:16][C:15]([NH:18][C:19]([NH:21][C:22]2[CH:27]=[CH:26][C:25]([Cl:28])=[C:24]([C:29]([F:32])([F:31])[F:30])[CH:23]=2)=[O:20])=[CH:14][CH:13]=1.Cl[C:34]([O:36][CH2:37][CH2:38]Cl)=[O:35].